Dataset: Forward reaction prediction with 1.9M reactions from USPTO patents (1976-2016). Task: Predict the product of the given reaction. Given the reactants [Cl:1][C:2]1[C:3](F)=[N:4][CH:5]=[C:6]([Cl:8])[CH:7]=1.[CH:10]1([N:13]2[C:21]3[C:16](=[CH:17][C:18]([CH2:22][NH:23][S:24]([C:27]4[CH:36]=[CH:35][C:30]([C:31]([O:33][CH3:34])=[O:32])=[CH:29][CH:28]=4)(=[O:26])=[O:25])=[CH:19][CH:20]=3)[CH:15]=[N:14]2)[CH2:12][CH2:11]1, predict the reaction product. The product is: [CH:10]1([N:13]2[C:21]3[C:16](=[CH:17][C:18]([CH2:22][N:23]([C:3]4[C:2]([Cl:1])=[CH:7][C:6]([Cl:8])=[CH:5][N:4]=4)[S:24]([C:27]4[CH:36]=[CH:35][C:30]([C:31]([O:33][CH3:34])=[O:32])=[CH:29][CH:28]=4)(=[O:26])=[O:25])=[CH:19][CH:20]=3)[CH:15]=[N:14]2)[CH2:12][CH2:11]1.